Dataset: Forward reaction prediction with 1.9M reactions from USPTO patents (1976-2016). Task: Predict the product of the given reaction. (1) Given the reactants [Cl:1][C:2]1[CH:7]=[C:6]([O:8][C:9]2[CH:14]=[C:13]([F:15])[C:12]([N+:16]([O-])=O)=[CH:11][C:10]=2[F:19])[CH:5]=[CH:4][N:3]=1.[Cl-].[NH4+], predict the reaction product. The product is: [Cl:1][C:2]1[CH:7]=[C:6]([O:8][C:9]2[C:10]([F:19])=[CH:11][C:12]([NH2:16])=[C:13]([F:15])[CH:14]=2)[CH:5]=[CH:4][N:3]=1. (2) Given the reactants Br[C:2]1[S:3][CH:4]=[CH:5][N:6]=1.[Br:7][C:8]1[CH:9]=[C:10]2[C:14](=[CH:15][CH:16]=1)[NH:13][CH:12]=[CH:11]2.C(=O)([O-])[O-].[Cs+].[Cs+], predict the reaction product. The product is: [Br:7][C:8]1[CH:9]=[C:10]2[C:14](=[CH:15][CH:16]=1)[N:13]([C:2]1[S:3][CH:4]=[CH:5][N:6]=1)[CH:12]=[CH:11]2. (3) Given the reactants [F:1][C:2]([F:24])([F:23])[C:3]([C:9]1[CH:14]=[CH:13][C:12]([C:15]2[CH:20]=[CH:19][C:18]([CH:21]=O)=[CH:17][CH:16]=2)=[CH:11][CH:10]=1)([OH:8])[C:4]([F:7])([F:6])[F:5].[O:25]1[C:29]2[CH:30]=[CH:31][C:32]([CH2:34][CH:35]3[CH2:40][CH2:39][NH:38][CH2:37][CH2:36]3)=[CH:33][C:28]=2[O:27][CH2:26]1.C(=O)C1C=CN=CC=1, predict the reaction product. The product is: [O:25]1[C:29]2[CH:30]=[CH:31][C:32]([CH2:34][CH:35]3[CH2:40][CH2:39][N:38]([CH2:21][C:18]4[CH:17]=[CH:16][C:15]([C:12]5[CH:11]=[CH:10][C:9]([C:3]([OH:8])([C:2]([F:1])([F:23])[F:24])[C:4]([F:5])([F:6])[F:7])=[CH:14][CH:13]=5)=[CH:20][CH:19]=4)[CH2:37][CH2:36]3)=[CH:33][C:28]=2[O:27][CH2:26]1. (4) Given the reactants [C:1](Cl)(=O)[C:2]([Cl:4])=[O:3].[NH2:7][S:8]([C:11]1[C:12]([Cl:38])=[CH:13][C:14]([NH:31][CH2:32][C:33]2[O:34][CH:35]=[CH:36][CH:37]=2)=[C:15]([CH:30]=1)[C:16]([O:18][CH2:19][CH2:20][CH2:21][O:22][C:23](=[O:29])[CH2:24]CC(O)=O)=[O:17])(=[O:10])=[O:9], predict the reaction product. The product is: [NH2:7][S:8]([C:11]1[C:12]([Cl:38])=[CH:13][C:14]([NH:31][CH2:32][C:33]2[O:34][CH:35]=[CH:36][CH:37]=2)=[C:15]([CH:30]=1)[C:16]([O:18][CH2:19][CH2:20][CH2:21][O:22][C:23](=[O:29])[CH2:24][CH2:1][C:2]([Cl:4])=[O:3])=[O:17])(=[O:9])=[O:10]. (5) Given the reactants [C:1]1([CH:7]([C:13]2[CH:18]=[CH:17][CH:16]=[CH:15][CH:14]=2)[N:8]2[CH2:11][CH:10]([OH:12])[CH2:9]2)[CH:6]=[CH:5][CH:4]=[CH:3][CH:2]=1.[ClH:19], predict the reaction product. The product is: [ClH:19].[C:13]1([CH:7]([C:1]2[CH:2]=[CH:3][CH:4]=[CH:5][CH:6]=2)[N:8]2[CH2:11][CH:10]([OH:12])[CH2:9]2)[CH:14]=[CH:15][CH:16]=[CH:17][CH:18]=1. (6) Given the reactants [CH3:1][O:2][CH:3]([C:7]1[CH:12]=[CH:11][CH:10]=[CH:9][CH:8]=1)[C:4]([OH:6])=O.CN(C(ON1N=NC2C=CC=CC1=2)=[N+](C)C)C.[B-](F)(F)(F)F.CCN(C(C)C)C(C)C.[NH2:44][S:45]([CH:48]1[CH2:53][CH2:52][N:51]([C:54]2[C:64]([C:65]#[N:66])=[CH:63][C:57]([C:58]([O:60][CH2:61][CH3:62])=[O:59])=[C:56]([CH3:67])[N:55]=2)[CH2:50][CH2:49]1)(=[O:47])=[O:46].C([O-])(O)=O.[Na+], predict the reaction product. The product is: [C:65]([C:64]1[C:54]([N:51]2[CH2:50][CH2:49][CH:48]([S:45]([NH:44][C:4](=[O:6])[CH:3]([O:2][CH3:1])[C:7]3[CH:12]=[CH:11][CH:10]=[CH:9][CH:8]=3)(=[O:46])=[O:47])[CH2:53][CH2:52]2)=[N:55][C:56]([CH3:67])=[C:57]([CH:63]=1)[C:58]([O:60][CH2:61][CH3:62])=[O:59])#[N:66]. (7) Given the reactants [CH3:1][O:2][C:3](=[O:22])[C:4]1[CH:9]=[CH:8][C:7](OS(C(F)(F)F)(=O)=O)=[C:6]([C:18]([F:21])([F:20])[F:19])[CH:5]=1.[CH3:23][C:24]1(C)C(C)(C)OB(C=C)O1.C(=O)([O-])[O-].[Cs+].[Cs+].C(=O)(O)[O-].[Na+], predict the reaction product. The product is: [CH3:1][O:2][C:3](=[O:22])[C:4]1[CH:9]=[CH:8][C:7]([CH:23]=[CH2:24])=[C:6]([C:18]([F:21])([F:20])[F:19])[CH:5]=1. (8) Given the reactants [OH:1][C:2]1[CH:29]=[CH:28][C:27]([C:30]2[N:35]=[CH:34][CH:33]=[CH:32][N:31]=2)=[CH:26][C:3]=1[C:4]([NH:6][C:7]1[CH:19]=[C:18]([C:20]2[CH:25]=[CH:24][CH:23]=[CH:22][CH:21]=2)[CH:17]=[CH:16][C:8]=1[C:9]([O:11]C(C)(C)C)=[O:10])=[O:5], predict the reaction product. The product is: [OH:1][C:2]1[CH:29]=[CH:28][C:27]([C:30]2[N:31]=[CH:32][CH:33]=[CH:34][N:35]=2)=[CH:26][C:3]=1[C:4]([NH:6][C:7]1[CH:19]=[C:18]([C:20]2[CH:21]=[CH:22][CH:23]=[CH:24][CH:25]=2)[CH:17]=[CH:16][C:8]=1[C:9]([OH:11])=[O:10])=[O:5].